Dataset: Full USPTO retrosynthesis dataset with 1.9M reactions from patents (1976-2016). Task: Predict the reactants needed to synthesize the given product. Given the product [NH2:20][C:11]1[C:10]2[N:9]=[C:8]([CH3:21])[N:7]([CH2:6][CH2:5][O:4][CH2:3][CH2:2][NH:1][C:29](=[O:36])[C:30]3[CH:35]=[CH:34][CH:33]=[CH:32][CH:31]=3)[C:19]=2[C:18]2[CH:17]=[CH:16][CH:15]=[CH:14][C:13]=2[N:12]=1, predict the reactants needed to synthesize it. The reactants are: [NH2:1][CH2:2][CH2:3][O:4][CH2:5][CH2:6][N:7]1[C:19]2[C:18]3[CH:17]=[CH:16][CH:15]=[CH:14][C:13]=3[N:12]=[C:11]([NH2:20])[C:10]=2[N:9]=[C:8]1[CH3:21].C(N(CC)CC)C.[C:29](Cl)(=[O:36])[C:30]1[CH:35]=[CH:34][CH:33]=[CH:32][CH:31]=1.